This data is from Forward reaction prediction with 1.9M reactions from USPTO patents (1976-2016). The task is: Predict the product of the given reaction. (1) The product is: [CH3:39][S:40]([NH:1][C:2]1[CH:3]=[CH:4][C:5]([C:8]2[C:17](=[O:18])[C:16]3[C:11](=[CH:12][C:13]([O:19][CH2:20][C:21]4[CH:22]=[C:23]([CH:30]=[CH:31][CH:32]=4)[C:24]([O:26][CH2:27][CH:28]=[CH2:29])=[O:25])=[CH:14][CH:15]=3)[O:10][CH:9]=2)=[CH:6][CH:7]=1)(=[O:42])=[O:41]. Given the reactants [NH2:1][C:2]1[CH:7]=[CH:6][C:5]([C:8]2[C:17](=[O:18])[C:16]3[C:11](=[CH:12][C:13]([O:19][CH2:20][C:21]4[CH:22]=[C:23]([CH:30]=[CH:31][CH:32]=4)[C:24]([O:26][CH2:27][CH:28]=[CH2:29])=[O:25])=[CH:14][CH:15]=3)[O:10][CH:9]=2)=[CH:4][CH:3]=1.N1C=CC=CC=1.[CH3:39][S:40](Cl)(=[O:42])=[O:41], predict the reaction product. (2) Given the reactants [Br:1][C:2]1[C:7]([F:8])=[CH:6][C:5]([F:9])=[CH:4][C:3]=1[OH:10].F[C:12]1[C:17](F)=[CH:16]C(B2OC(=O)CN(C)CC(=O)O2)=[C:14](O[C@H](CC=C)C)[CH:13]=1, predict the reaction product. The product is: [Br:1][C:2]1[C:3]([O:10][C@H:17]([CH2:12][CH:13]=[CH2:14])[CH3:16])=[CH:4][C:5]([F:9])=[CH:6][C:7]=1[F:8]. (3) Given the reactants [OH:1][CH:2]([C:17]1[N:18]([C:31]2[CH:36]=[CH:35][CH:34]=[CH:33][CH:32]=2)[N:19]=[C:20]2[C:29]=1[C:28]1[CH:27]=[CH:26][CH:25]=[CH:24][C:23]=1[NH:22][C:21]2=[O:30])[CH2:3][CH:4]1[CH2:9][CH2:8][N:7](C(OC(C)(C)C)=O)[CH2:6][CH2:5]1.Cl.[OH-].[Na+], predict the reaction product. The product is: [OH:1][CH:2]([C:17]1[N:18]([C:31]2[CH:32]=[CH:33][CH:34]=[CH:35][CH:36]=2)[N:19]=[C:20]2[C:29]=1[C:28]1[CH:27]=[CH:26][CH:25]=[CH:24][C:23]=1[NH:22][C:21]2=[O:30])[CH2:3][CH:4]1[CH2:9][CH2:8][NH:7][CH2:6][CH2:5]1.